From a dataset of Forward reaction prediction with 1.9M reactions from USPTO patents (1976-2016). Predict the product of the given reaction. (1) Given the reactants CO[C:3](=[O:23])[C:4]1[CH:9]=[CH:8][CH:7]=[C:6]([N:10]2[C:14]([CH2:15][O:16][CH:17]3[CH2:22][CH2:21][CH2:20][CH2:19][O:18]3)=[CH:13][N:12]=[N:11]2)[CH:5]=1.N(C1C=C(C=CC=1)C(OC)=O)=[N+]=[N-].C([Si](C)(C)C#CCOC1CCCCO1)(C)(C)C.OS(O)(=O)=O.O1C=CCCC1.CC1C=CC(S(O)(=O)=O)=CC=1.O.[C:77]([O:80][C:81]([CH3:84])([CH3:83])[CH3:82])(=[O:79])[CH3:78].[Li], predict the reaction product. The product is: [C:81]([O:80][C:77](=[O:79])[CH2:78][C:3](=[O:23])[C:4]1[CH:9]=[CH:8][CH:7]=[C:6]([N:10]2[C:14]([CH2:15][O:16][CH:17]3[CH2:22][CH2:21][CH2:20][CH2:19][O:18]3)=[CH:13][N:12]=[N:11]2)[CH:5]=1)([CH3:84])([CH3:83])[CH3:82]. (2) The product is: [C:31]([O:30][C:29]([NH:28][C@H:23]1[CH2:24][CH2:25][CH2:26][CH2:27][C@H:22]1[NH:21][C:4]1[N:3]=[C:2]([Cl:1])[C:7]2[C:8](=[O:18])[N:9]([C:11]([O:13][C:14]([CH3:17])([CH3:16])[CH3:15])=[O:12])[CH:10]([CH3:36])[C:6]=2[C:5]=1[F:19])=[O:35])([CH3:32])([CH3:34])[CH3:33]. Given the reactants [Cl:1][C:2]1[C:7]2[C:8](=[O:18])[N:9]([C:11]([O:13][C:14]([CH3:17])([CH3:16])[CH3:15])=[O:12])[CH2:10][C:6]=2[C:5]([F:19])=[C:4](Cl)[N:3]=1.[NH2:21][C@@H:22]1[CH2:27][CH2:26][CH2:25][CH2:24][C@@H:23]1[NH:28][C:29](=[O:35])[O:30][C:31]([CH3:34])([CH3:33])[CH3:32].[CH3:36]CN(C(C)C)C(C)C, predict the reaction product. (3) Given the reactants C([S:4][CH2:5][CH2:6][C@@H:7]([CH2:13][CH2:14][CH3:15])[C:8]([O:10][CH2:11][CH3:12])=[O:9])(=O)C.[OH-].[Li+], predict the reaction product. The product is: [SH:4][CH2:5][CH2:6][C@@H:7]([CH2:13][CH2:14][CH3:15])[C:8]([O:10][CH2:11][CH3:12])=[O:9]. (4) Given the reactants ClC(Cl)(Cl)[C:3]([C:5]1[N:14]2[C:8]([CH2:9][N:10]([C:19]([C:21]3[CH:26]=[CH:25][C:24]([C:27]4[CH:32]=[CH:31][CH:30]=[CH:29][C:28]=4[CH3:33])=[C:23]([O:34][CH3:35])[CH:22]=3)=[O:20])[C:11]3[CH:18]=[CH:17][CH:16]=[CH:15][C:12]=3[CH2:13]2)=[CH:7][CH:6]=1)=[O:4].[CH3:38][C:39]1[CH:40]=[C:41]([CH:44]=[CH:45][CH:46]=1)[CH2:42][NH2:43], predict the reaction product. The product is: [CH3:35][O:34][C:23]1[CH:22]=[C:21]([C:19]([N:10]2[C:11]3[CH:18]=[CH:17][CH:16]=[CH:15][C:12]=3[CH2:13][N:14]3[C:5]([C:3]([NH:43][CH2:42][C:41]4[CH:44]=[CH:45][CH:46]=[C:39]([CH3:38])[CH:40]=4)=[O:4])=[CH:6][CH:7]=[C:8]3[CH2:9]2)=[O:20])[CH:26]=[CH:25][C:24]=1[C:27]1[CH:32]=[CH:31][CH:30]=[CH:29][C:28]=1[CH3:33]. (5) Given the reactants [Li+].C[Si]([N-][Si](C)(C)C)(C)C.[OH:11][CH:12]([CH2:23][O:24][CH3:25])[C:13]([NH:15][C:16]1[CH:21]=[CH:20][C:19]([CH3:22])=[CH:18][N:17]=1)=[O:14].Cl[C:27]1[N:32]=[CH:31][N:30]=[C:29]2[N:33]([C:36]3[CH:41]=[CH:40][CH:39]=[CH:38][C:37]=3[Cl:42])[N:34]=[CH:35][C:28]=12.O, predict the reaction product. The product is: [Cl:42][C:37]1[CH:38]=[CH:39][CH:40]=[CH:41][C:36]=1[N:33]1[C:29]2=[N:30][CH:31]=[N:32][C:27]([O:11][CH:12]([CH2:23][O:24][CH3:25])[C:13]([NH:15][C:16]3[CH:21]=[CH:20][C:19]([CH3:22])=[CH:18][N:17]=3)=[O:14])=[C:28]2[CH:35]=[N:34]1.